The task is: Predict the reactants needed to synthesize the given product.. This data is from Full USPTO retrosynthesis dataset with 1.9M reactions from patents (1976-2016). (1) Given the product [F:1][C:2]1[CH:7]=[CH:6][C:5]([S:8]([C:11]2[C:12]([CH:24]([CH3:26])[CH3:25])=[CH:13][C:14]([CH:21]([CH3:23])[CH3:22])=[C:15]([S:17]([NH:35][CH2:27][CH2:28][C:29]3[CH:34]=[CH:33][CH:32]=[CH:31][CH:30]=3)(=[O:19])=[O:18])[CH:16]=2)(=[O:10])=[O:9])=[CH:4][CH:3]=1, predict the reactants needed to synthesize it. The reactants are: [F:1][C:2]1[CH:7]=[CH:6][C:5]([S:8]([C:11]2[C:12]([CH:24]([CH3:26])[CH3:25])=[CH:13][C:14]([CH:21]([CH3:23])[CH3:22])=[C:15]([S:17](Cl)(=[O:19])=[O:18])[CH:16]=2)(=[O:10])=[O:9])=[CH:4][CH:3]=1.[CH2:27]([NH2:35])[CH2:28][C:29]1[CH:34]=[CH:33][CH:32]=[CH:31][CH:30]=1. (2) Given the product [N:1]1([CH2:15][C:16]2[N:17]=[C:18]3[CH:23]=[CH:22][CH:21]=[C:20]([N:24]4[CH2:25][CH2:26][CH:27]([CH2:30][NH2:31])[CH2:28][CH2:29]4)[N:19]3[CH:39]=2)[C@H:14]2[C@H:5]([CH2:6][CH2:7][C:8]3[C:13]2=[N:12][CH:11]=[CH:10][CH:9]=3)[CH2:4][CH2:3][CH2:2]1, predict the reactants needed to synthesize it. The reactants are: [N:1]1([CH2:15][C:16]2[N:17]=[C:18]3[CH:23]=[CH:22][CH:21]=[C:20]([N:24]4[CH2:29][CH2:28][CH:27]([CH2:30][NH:31]C(=O)OC(C)(C)C)[CH2:26][CH2:25]4)[N:19]3[CH:39]=2)[C@H:14]2[C@H:5]([CH2:6][CH2:7][C:8]3[C:13]2=[N:12][CH:11]=[CH:10][CH:9]=3)[CH2:4][CH2:3][CH2:2]1.FC(F)(F)C(O)=O.